From a dataset of Full USPTO retrosynthesis dataset with 1.9M reactions from patents (1976-2016). Predict the reactants needed to synthesize the given product. (1) The reactants are: [Cl:1][C:2]1[CH:7]=[CH:6][C:5]([CH2:8][C:9](Cl)=[O:10])=[CH:4][CH:3]=1.[CH3:12][C:13]1[CH:17]=[C:16]([NH2:18])[O:15][N:14]=1. Given the product [CH3:12][C:13]1[CH:17]=[C:16]([NH:18][C:9](=[O:10])[CH2:8][C:5]2[CH:6]=[CH:7][C:2]([Cl:1])=[CH:3][CH:4]=2)[O:15][N:14]=1, predict the reactants needed to synthesize it. (2) Given the product [Cl:1][C:2]1[C:3]2[N:4]([C:10]([C@H:12]3[CH2:17][CH2:16][C@H:15]([CH2:18][NH:19][C:20](=[O:29])[O:21][CH2:22][C:23]4[CH:28]=[CH:27][CH:26]=[CH:25][CH:24]=4)[CH2:14][CH2:13]3)=[N:9][CH:8]=2)[CH:5]=[CH:6][N:7]=1, predict the reactants needed to synthesize it. The reactants are: [Cl:1][C:2]1[C:3]([CH2:8][NH:9][C:10]([C@H:12]2[CH2:17][CH2:16][C@H:15]([CH2:18][NH:19][C:20](=[O:29])[O:21][CH2:22][C:23]3[CH:28]=[CH:27][CH:26]=[CH:25][CH:24]=3)[CH2:14][CH2:13]2)=O)=[N:4][CH:5]=[CH:6][N:7]=1.O=P(Cl)(Cl)Cl.C([O-])(O)=O.[Na+].O. (3) Given the product [F:37][C:4]1[CH:3]=[C:2]([NH:1][C:39]([NH:38][CH:41]([CH3:43])[CH3:42])=[O:40])[CH:36]=[CH:35][C:5]=1[O:6][C:7]1[CH:12]=[CH:11][N:10]=[C:9]2[CH:13]=[C:14]([C:16]3[N:17]([CH3:34])[C:18]([CH2:21][N:22]([CH2:30][CH2:31][O:32][CH3:33])[C:23](=[O:29])[O:24][C:25]([CH3:28])([CH3:27])[CH3:26])=[CH:19][N:20]=3)[S:15][C:8]=12, predict the reactants needed to synthesize it. The reactants are: [NH2:1][C:2]1[CH:36]=[CH:35][C:5]([O:6][C:7]2[CH:12]=[CH:11][N:10]=[C:9]3[CH:13]=[C:14]([C:16]4[N:17]([CH3:34])[C:18]([CH2:21][N:22]([CH2:30][CH2:31][O:32][CH3:33])[C:23](=[O:29])[O:24][C:25]([CH3:28])([CH3:27])[CH3:26])=[CH:19][N:20]=4)[S:15][C:8]=23)=[C:4]([F:37])[CH:3]=1.[N:38]([CH:41]([CH3:43])[CH3:42])=[C:39]=[O:40].CC(=O)OCC.CCCCCC. (4) Given the product [CH2:2]([O:24][C:18]1[CH:19]=[CH:20][C:21]([CH3:23])=[CH:22][C:17]=1[CH3:16])[CH2:3][CH2:4][CH2:5][CH2:6][CH2:7][CH2:8][CH2:9][CH2:10][CH2:11][CH2:12][CH2:13][CH2:14][CH3:15], predict the reactants needed to synthesize it. The reactants are: Br[CH2:2][CH2:3][CH2:4][CH2:5][CH2:6][CH2:7][CH2:8][CH2:9][CH2:10][CH2:11][CH2:12][CH2:13][CH2:14][CH3:15].[CH3:16][C:17]1[CH:22]=[C:21]([CH3:23])[CH:20]=[CH:19][C:18]=1[OH:24].C([O-])([O-])=O.[K+].[K+]. (5) Given the product [Cl:1][C:2]1[CH:28]=[C:27]([O:29][CH2:30][CH3:31])[CH:26]=[CH:25][C:3]=1[CH2:4][N:5]1[C:9]2[CH:10]=[C:11]([C:33]3[S:37][C:36]([C:38]([O:40][CH2:41][CH3:42])=[O:39])=[CH:35][CH:34]=3)[CH:12]=[C:13]([CH3:14])[C:8]=2[N:7]=[C:6]1[CH3:24], predict the reactants needed to synthesize it. The reactants are: [Cl:1][C:2]1[CH:28]=[C:27]([O:29][CH2:30][CH3:31])[CH:26]=[CH:25][C:3]=1[CH2:4][N:5]1[C:9]2[CH:10]=[C:11](B3OC(C)(C)C(C)(C)O3)[CH:12]=[C:13]([CH3:14])[C:8]=2[N:7]=[C:6]1[CH3:24].Br[C:33]1[S:37][C:36]([C:38]([O:40][CH2:41][CH3:42])=[O:39])=[CH:35][CH:34]=1. (6) Given the product [CH2:10]([NH:11][CH:4]([CH:6]1[CH2:8][CH2:7]1)[CH:1]1[CH2:3][CH2:2]1)[C:15]1[CH:14]=[CH:3][CH:2]=[CH:1][CH:4]=1, predict the reactants needed to synthesize it. The reactants are: [CH:1]1([C:4]([CH:6]2[CH2:8][CH2:7]2)=O)[CH2:3][CH2:2]1.[BH3-][C:10]#[N:11].[Na+].Cl[CH2:14][CH2:15]Cl.